Dataset: Catalyst prediction with 721,799 reactions and 888 catalyst types from USPTO. Task: Predict which catalyst facilitates the given reaction. (1) Reactant: [Br:1][C:2]1[CH:7]=[CH:6][C:5]([C:8]2[N:12]([CH:13]3[CH2:17][CH2:16][CH2:15][CH2:14]3)[N:11]=[CH:10][CH:9]=2)=[C:4]([N+:18]([O-])=O)[CH:3]=1.O1CCCC1.C(O)C.[Cl-].[NH4+]. Product: [Br:1][C:2]1[CH:7]=[CH:6][C:5]([C:8]2[N:12]([CH:13]3[CH2:17][CH2:16][CH2:15][CH2:14]3)[N:11]=[CH:10][CH:9]=2)=[C:4]([CH:3]=1)[NH2:18]. The catalyst class is: 6. (2) Reactant: [CH2:1]([Cl:8])[C:2]1[CH:7]=[CH:6][CH:5]=[CH:4][CH:3]=1.[CH2:9]([C:11]1([CH3:35])[CH:16]([CH3:17])[CH:15]([OH:18])[CH2:14][C:13]([CH2:20][CH3:21])([CH3:19])[N:12]1[O:22][C:23]([CH3:34])([CH3:33])[C:24]([NH:26][CH2:27][CH2:28][CH2:29][N:30]([CH3:32])[CH3:31])=[O:25])[CH3:10]. Product: [Cl-:8].[CH2:1]([N+:30]([CH2:29][CH2:28][CH2:27][NH:26][C:24](=[O:25])[C:23]([O:22][N:12]1[C:13]([CH2:20][CH3:21])([CH3:19])[CH2:14][CH:15]([OH:18])[CH:16]([CH3:17])[C:11]1([CH2:9][CH3:10])[CH3:35])([CH3:34])[CH3:33])([CH3:32])[CH3:31])[C:2]1[CH:7]=[CH:6][CH:5]=[CH:4][CH:3]=1. The catalyst class is: 10. (3) Reactant: [C:1]([O:4][C:5]([CH3:8])([CH3:7])[CH3:6])(=[O:3])[CH3:2].C(NC(C)C)(C)C.[Li].[O:17]1[C:23]2[CH:24]=[CH:25][CH:26]=[CH:27][C:22]=2[C:21](=[O:28])[O:20][CH2:19][CH2:18]1.C([O-])(O)=O.[Na+]. Product: [OH:20][CH2:19][CH2:18][O:17][C:23]1[CH:24]=[CH:25][CH:26]=[CH:27][C:22]=1[C:21](=[O:28])[CH2:2][C:1]([O:4][C:5]([CH3:8])([CH3:7])[CH3:6])=[O:3]. The catalyst class is: 1.